Dataset: Forward reaction prediction with 1.9M reactions from USPTO patents (1976-2016). Task: Predict the product of the given reaction. (1) Given the reactants [Br:1][C:2]1[CH:10]=[CH:9][C:8]2[NH:7][C:6]3[CH2:11][CH2:12][NH:13][CH2:14][C:5]=3[C:4]=2[CH:3]=1.CN(C1C=CC=CN=1)C.[C:24](O[C:24]([O:26][C:27]([CH3:30])([CH3:29])[CH3:28])=[O:25])([O:26][C:27]([CH3:30])([CH3:29])[CH3:28])=[O:25].C(N(CC)CC)C, predict the reaction product. The product is: [Br:1][C:2]1[CH:10]=[CH:9][C:8]2[NH:7][C:6]3[CH2:11][CH2:12][N:13]([C:24]([O:26][C:27]([CH3:30])([CH3:29])[CH3:28])=[O:25])[CH2:14][C:5]=3[C:4]=2[CH:3]=1. (2) Given the reactants [F:1][C:2]1[CH:7]=[CH:6][C:5]([F:8])=[CH:4][C:3]=1[CH2:9][C:10]([N:12]1[C:20]2[C:15](=[CH:16][C:17]([C:21]3[C:25]4[C:26]([NH2:31])=[N:27][CH:28]=[C:29](I)[C:24]=4[S:23][CH:22]=3)=[CH:18][CH:19]=2)[CH2:14][CH2:13]1)=[O:11].[N:32]1[CH:37]=[CH:36][CH:35]=[C:34](B(O)O)[CH:33]=1.C(=O)([O-])[O-].[Na+].[Na+].O1CCOCC1, predict the reaction product. The product is: [F:1][C:2]1[CH:7]=[CH:6][C:5]([F:8])=[CH:4][C:3]=1[CH2:9][C:10]([N:12]1[C:20]2[C:15](=[CH:16][C:17]([C:21]3[C:25]4[C:26]([NH2:31])=[N:27][CH:28]=[C:29]([C:34]5[CH:33]=[N:32][CH:37]=[CH:36][CH:35]=5)[C:24]=4[S:23][CH:22]=3)=[CH:18][CH:19]=2)[CH2:14][CH2:13]1)=[O:11]. (3) Given the reactants [CH:1]1[CH:6]=[C:5]2[C:7]3[N:22]=[C:21]([C:4]2=[CH:3][CH:2]=1)[N:20]=[C:19]1[C:23]2[C:28]([C:17](=[N:18]1)[N:16]=[C:15]1[C:29]4[C:34]([C:13](=[N:14]1)[N:12]=[C:11]1[C:35]5[C:40]([C:9](=[N:10]1)[N:8]=3)=[CH:39][CH:38]=[CH:37][CH:36]=5)=[CH:33][CH:32]=[CH:31][CH:30]=4)=[CH:27][CH:26]=[CH:25][CH:24]=2.[Cu:41].[Na].[Cl:43][S:44]([OH:47])(=O)=[O:45].S(Cl)([Cl:50])=O, predict the reaction product. The product is: [CH:38]1[CH:39]=[C:40]2[C:9]3[N:10]=[C:11]([C:35]2=[CH:36][CH:37]=1)[N:12]=[C:13]1[C:34]2[C:29]([C:15](=[N:14]1)[N:16]=[C:17]1[C:28]4[C:23]([C:19](=[N:18]1)[N:20]=[C:21]1[C:4]5[C:5]([C:7](=[N:22]1)[N:8]=3)=[CH:6][CH:1]=[CH:2][CH:3]=5)=[CH:24][CH:25]=[CH:26][CH:27]=4)=[CH:30][CH:31]=[CH:32][CH:33]=2.[Cu:41].[S:44]([Cl:43])([Cl:50])(=[O:47])=[O:45]. (4) Given the reactants [N:1]1([CH:7]2[CH2:12][CH2:11][CH:10]([OH:13])[CH2:9][CH2:8]2)[CH2:6][CH2:5][O:4][CH2:3][CH2:2]1.[H-].[Na+].Cl[C:17]1[CH:22]=[CH:21][N:20]=[C:19]2[S:23][CH:24]=[CH:25][C:18]=12, predict the reaction product. The product is: [S:23]1[C:19]2=[N:20][CH:21]=[CH:22][C:17]([O:13][CH:10]3[CH2:9][CH2:8][CH:7]([N:1]4[CH2:2][CH2:3][O:4][CH2:5][CH2:6]4)[CH2:12][CH2:11]3)=[C:18]2[CH:25]=[CH:24]1. (5) The product is: [Cl:32][C:33]1[C:34]([CH3:49])=[CH:35][C:36]([O:40][C:41]2[CH:48]=[CH:47][C:44]([CH2:45][NH:46][C:4](=[O:6])[C:3]3[CH:7]=[CH:8][CH:9]=[N:10][C:2]=3[NH2:1])=[CH:43][CH:42]=2)=[CH:37][C:38]=1[CH3:39]. Given the reactants [NH2:1][C:2]1[N:10]=[CH:9][CH:8]=[CH:7][C:3]=1[C:4]([OH:6])=O.ON1C2C=CC=CC=2N=N1.CCN=C=NCCCN(C)C.[Cl:32][C:33]1[C:38]([CH3:39])=[CH:37][C:36]([O:40][C:41]2[CH:48]=[CH:47][C:44]([CH2:45][NH2:46])=[CH:43][CH:42]=2)=[CH:35][C:34]=1[CH3:49].C(=O)(O)[O-].[Na+], predict the reaction product. (6) Given the reactants [CH3:1][O:2][C:3](=[O:12])[CH2:4][C:5]1[CH:10]=[CH:9][C:8]([Cl:11])=[CH:7][CH:6]=1.[CH3:13][O-:14].[Na+].C=O, predict the reaction product. The product is: [CH3:1][O:2][C:3](=[O:12])[CH:4]([C:5]1[CH:10]=[CH:9][C:8]([Cl:11])=[CH:7][CH:6]=1)[CH2:13][OH:14]. (7) Given the reactants [C:1]1([S:7]([CH2:10][C:11]2[C:16]([C:17]([O:19][CH2:20]C)=[O:18])=[C:15]([O:22][CH2:23][CH2:24][NH:25][C:26]([O:28][C:29]([CH3:32])([CH3:31])[CH3:30])=[O:27])[C:14]([C:33]3[CH:37]=[CH:36][O:35][CH:34]=3)=[CH:13][CH:12]=2)(=[O:9])=[O:8])[CH:6]=[CH:5][CH:4]=[CH:3][CH:2]=1.[Cl:38]C1C=C(S(CC2C(C(OC)=O)=C(O)C(C3C=COC=3)=CC=2)(=O)=O)C=CC=1.C(OC(NCCBr)=O)(C)(C)C, predict the reaction product. The product is: [C:29]([O:28][C:26]([NH:25][CH2:24][CH2:23][O:22][C:15]1[C:14]([C:33]2[CH:37]=[CH:36][O:35][CH:34]=2)=[CH:13][CH:12]=[C:11]([CH2:10][S:7]([C:1]2[CH:6]=[CH:5][CH:4]=[C:3]([Cl:38])[CH:2]=2)(=[O:9])=[O:8])[C:16]=1[C:17]([O:19][CH3:20])=[O:18])=[O:27])([CH3:32])([CH3:31])[CH3:30]. (8) Given the reactants [F:1][C:2]([F:11])([F:10])[C:3]1[CH:4]=[C:5]([CH:7]=[CH:8][CH:9]=1)[NH2:6].C(=O)([O-])[O-].[K+].[K+].[Cl:18][C:19]1[CH:20]=[N:21][C:22]([N:29]2[CH2:32][CH:31](OS(C)(=O)=O)[CH2:30]2)=[C:23]([CH:28]=1)[C:24]([O:26]C)=[O:25].O.[OH-].[Li+], predict the reaction product. The product is: [Cl:18][C:19]1[CH:20]=[N:21][C:22]([N:29]2[CH2:32][CH:31]([NH:6][C:5]3[CH:7]=[CH:8][CH:9]=[C:3]([C:2]([F:10])([F:11])[F:1])[CH:4]=3)[CH2:30]2)=[C:23]([CH:28]=1)[C:24]([OH:26])=[O:25]. (9) Given the reactants [Cl:1][C:2]1[CH:3]=[CH:4][C:5]([OH:23])=[C:6]([CH:22]=1)[C:7]([NH:9][C@H:10]([C:12]1[CH:21]=[CH:20][C:15]([C:16]([O:18][CH3:19])=[O:17])=[CH:14][CH:13]=1)[CH3:11])=[O:8].[O:24]([CH2:31][CH2:32]O)[C:25]1[CH:30]=[CH:29][CH:28]=[CH:27][CH:26]=1, predict the reaction product. The product is: [Cl:1][C:2]1[CH:3]=[CH:4][C:5]([O:23][CH2:32][CH2:31][O:24][C:25]2[CH:30]=[CH:29][CH:28]=[CH:27][CH:26]=2)=[C:6]([CH:22]=1)[C:7]([NH:9][C@H:10]([C:12]1[CH:21]=[CH:20][C:15]([C:16]([O:18][CH3:19])=[O:17])=[CH:14][CH:13]=1)[CH3:11])=[O:8].